From a dataset of Forward reaction prediction with 1.9M reactions from USPTO patents (1976-2016). Predict the product of the given reaction. (1) The product is: [Cl:27][C:24]1[CH:25]=[CH:26][C:21]([C:17]2[O:18][C:19]3[CH:20]=[C:13]4[C:12](=[O:30])[N:11]([CH2:10][C:9]([CH3:31])([CH3:32])[CH2:8][C:7]([N:5]([CH2:4][C:3]([OH:34])=[O:2])[CH3:6])=[O:33])[C:28](=[S:29])[N:14]4[C:15]=3[CH:16]=2)=[CH:22][CH:23]=1. Given the reactants C[O:2][C:3](=[O:34])[CH2:4][N:5]([C:7](=[O:33])[CH2:8][C:9]([CH3:32])([CH3:31])[CH2:10][N:11]1[C:28](=[S:29])[N:14]2[C:15]3[CH:16]=[C:17]([C:21]4[CH:26]=[CH:25][C:24]([Cl:27])=[CH:23][CH:22]=4)[O:18][C:19]=3[CH:20]=[C:13]2[C:12]1=[O:30])[CH3:6].O.C(Cl)(Cl)Cl.C([O-])(O)=O.[Na+], predict the reaction product. (2) Given the reactants CN(C)/[CH:3]=[CH:4]/[C:5]([C:7]1[CH:12]=[CH:11][C:10]([F:13])=[C:9]([CH:14]([OH:21])[C:15]2[CH:20]=[CH:19][CH:18]=[CH:17][CH:16]=2)[CH:8]=1)=O.Cl.[NH2:24][C:25]([NH2:27])=[NH:26].C(=O)([O-])[O-].[K+].[K+], predict the reaction product. The product is: [NH2:26][C:25]1[N:27]=[C:5]([C:7]2[CH:12]=[CH:11][C:10]([F:13])=[C:9]([CH:14]([C:15]3[CH:20]=[CH:19][CH:18]=[CH:17][CH:16]=3)[OH:21])[CH:8]=2)[CH:4]=[CH:3][N:24]=1. (3) Given the reactants C[Si](C)(C)CCOC[N:7]1[C:11]2[C:12]3[CH:13]=[CH:14][S:15][C:16]=3[CH2:17][C:10]=2[C:9]([C:18]2[CH:23]=[CH:22][C:21]([C:24]3[CH:29]=[CH:28][C:27]([C:30]#[N:31])=[CH:26][CH:25]=3)=[CH:20][CH:19]=2)=[N:8]1.Cl, predict the reaction product. The product is: [S:15]1[CH:14]=[CH:13][C:12]2[C:11]3[NH:7][N:8]=[C:9]([C:18]4[CH:19]=[CH:20][C:21]([C:24]5[CH:29]=[CH:28][C:27]([C:30]#[N:31])=[CH:26][CH:25]=5)=[CH:22][CH:23]=4)[C:10]=3[CH2:17][C:16]1=2. (4) Given the reactants [OH:1][C:2]1[C:7]([NH:8][C:9]2[C:10]3[C:17]([CH3:18])=[C:16]([C:19]([O:21][CH3:22])=[O:20])[S:15][C:11]=3[N:12]=[CH:13][N:14]=2)=[CH:6][CH:5]=[CH:4][N:3]=1.O[CH:24]([CH3:34])[CH2:25][NH:26][C:27](=[O:33])[O:28][C:29]([CH3:32])([CH3:31])[CH3:30], predict the reaction product. The product is: [C:29]([O:28][C:27]([NH:26][CH2:25][CH:24]([O:1][C:2]1[C:7]([NH:8][C:9]2[C:10]3[C:17]([CH3:18])=[C:16]([C:19]([O:21][CH3:22])=[O:20])[S:15][C:11]=3[N:12]=[CH:13][N:14]=2)=[CH:6][CH:5]=[CH:4][N:3]=1)[CH3:34])=[O:33])([CH3:32])([CH3:31])[CH3:30].